Dataset: Peptide-MHC class I binding affinity with 185,985 pairs from IEDB/IMGT. Task: Regression. Given a peptide amino acid sequence and an MHC pseudo amino acid sequence, predict their binding affinity value. This is MHC class I binding data. (1) The peptide sequence is LTIPPTAGIL. The MHC is HLA-B08:01 with pseudo-sequence HLA-B08:01. The binding affinity (normalized) is 0.352. (2) The peptide sequence is RPRLHSISF. The MHC is HLA-A02:03 with pseudo-sequence HLA-A02:03. The binding affinity (normalized) is 0.0847. (3) The peptide sequence is GYYSTTIRY. The MHC is HLA-A03:01 with pseudo-sequence HLA-A03:01. The binding affinity (normalized) is 0. (4) The peptide sequence is EENLLDFVRF. The MHC is HLA-A02:06 with pseudo-sequence HLA-A02:06. The binding affinity (normalized) is 0.00124. (5) The peptide sequence is KYRLKHIVW. The MHC is HLA-A30:01 with pseudo-sequence HLA-A30:01. The binding affinity (normalized) is 0.193. (6) The peptide sequence is DIDLLFNEKL. The MHC is HLA-A02:02 with pseudo-sequence HLA-A02:02. The binding affinity (normalized) is 0.138. (7) The peptide sequence is MLKLRVDVF. The MHC is HLA-A02:19 with pseudo-sequence HLA-A02:19. The binding affinity (normalized) is 0.0847.